Predict the reaction yield, written as a fraction of the theoretical maximum amount of product (1.0 means a 100% yield; for example, 0.34 means a 34% yield). From a dataset of Reaction yield outcomes from USPTO patents with 853,638 reactions. (1) The reactants are [C:1]([C:3]1[CH:8]=[C:7]([O:9][C:10]2[CH:15]=[CH:14][C:13]([NH2:16])=[C:12]([F:17])[CH:11]=2)[CH:6]=[CH:5][N:4]=1)#[CH:2].[CH:18](=[N:20][OH:21])[CH3:19].C(N(CC)CC)C.ClN1C(=O)CCC1=O. The catalyst is C1COCC1.CCOC(C)=O.O. The product is [F:17][C:12]1[CH:11]=[C:10]([O:9][C:7]2[CH:6]=[CH:5][N:4]=[C:3]([C:1]3[O:21][N:20]=[C:18]([CH3:19])[CH:2]=3)[CH:8]=2)[CH:15]=[CH:14][C:13]=1[NH2:16]. The yield is 0.230. (2) The reactants are [O:1]=[CH:2][C@@H:3]([C@H:5]([C@@H:7]([C@@H:9]([CH2:11][OH:12])[OH:10])[OH:8])[OH:6])[OH:4].[C:13]([OH:17])(=O)[CH2:14][CH3:15].[C:23](O[C:23](=[O:26])[CH2:24][CH3:25])(=[O:26])[CH2:24][CH3:25]. The catalyst is O. The product is [C:23]([O:1][C@@H:2]1[O:10][C@H:9]([CH2:11][O:12][C:13](=[O:17])[CH2:14][CH3:15])[C@@H:7]([O:8][C:23](=[O:26])[CH2:24][CH3:25])[C@H:5]([O:6][C:2](=[O:1])[CH2:3][CH3:5])[C@H:3]1[O:4][C:23](=[O:26])[CH2:24][CH3:25])(=[O:26])[CH2:24][CH3:25]. The yield is 0.916. (3) The reactants are [Br:1][C:2]1[CH:3]=[C:4]([CH2:9][O:10][Si:11]([CH:18]([CH3:20])[CH3:19])([CH:15]([CH3:17])[CH3:16])[CH:12]([CH3:14])[CH3:13])[C:5]([NH2:8])=[N:6][CH:7]=1.Cl[CH2:22][CH:23]=O.C(=O)([O-])[O-].[K+].[K+]. The catalyst is C(O)(C)C. The product is [Br:1][C:2]1[CH:3]=[C:4]([CH2:9][O:10][Si:11]([CH:15]([CH3:17])[CH3:16])([CH:18]([CH3:20])[CH3:19])[CH:12]([CH3:13])[CH3:14])[C:5]2[N:6]([CH:22]=[CH:23][N:8]=2)[CH:7]=1. The yield is 0.790. (4) The reactants are [CH2:1]([N:3]([CH2:18][CH3:19])[CH2:4][CH2:5][NH:6][C:7]([C:9]1[C:13]([CH3:14])=[C:12]([CH:15]=O)[NH:11][C:10]=1[CH3:17])=[O:8])[CH3:2].[F:20][C:21]1[CH:22]=[C:23]2[C:27](=[CH:28][CH:29]=1)[NH:26][C:25](=[O:30])[CH2:24]2.N1CCCC1. The catalyst is C(O)C. The product is [CH2:1]([N:3]([CH2:18][CH3:19])[CH2:4][CH2:5][NH:6][C:7]([C:9]1[C:13]([CH3:14])=[C:12](/[CH:15]=[C:24]2\[C:25](=[O:30])[NH:26][C:27]3[C:23]\2=[CH:22][C:21]([F:20])=[CH:29][CH:28]=3)[NH:11][C:10]=1[CH3:17])=[O:8])[CH3:2]. The yield is 0.880.